From a dataset of Full USPTO retrosynthesis dataset with 1.9M reactions from patents (1976-2016). Predict the reactants needed to synthesize the given product. (1) Given the product [N:26]1[C:34]2[CH2:33][CH2:32][N:31]([C:24]3[CH:25]=[C:18]([CH:19]=[CH:20][CH:23]=3)[C:2]#[N:3])[CH2:30][C:29]=2[O:28][C:27]=1[C:35]1[CH:36]=[C:37]([CH:40]=[CH:41][CH:42]=1)[C:38]#[N:39], predict the reactants needed to synthesize it. The reactants are: O1C2CCN(C3C=C(C=CC=3)C#N)CC=2[N:3]=[C:2]1[C:18]1[CH:19]=[C:20]([CH:23]=[CH:24][CH:25]=1)C#N.[N:26]1[C:34]2[CH2:33][CH2:32][NH:31][CH2:30][C:29]=2[O:28][C:27]=1[C:35]1[CH:36]=[C:37]([CH:40]=[CH:41][CH:42]=1)[C:38]#[N:39]. (2) Given the product [Cl:41][C:39]1[CH:38]=[C:37]([CH:42]([N:44]2[CH2:45][CH2:46][CH:47]([CH2:50][O:51][C:28]3[C:29]([F:30])=[C:8]([CH:9]=[C:10]([CH3:31])[CH:11]=3)[C:6]([OH:7])=[O:5])[CH2:48][CH2:49]2)[CH3:43])[CH:36]=[C:35]([Cl:34])[CH:40]=1, predict the reactants needed to synthesize it. The reactants are: C([O:5][C:6]([C:8]1[C:29]([F:30])=[CH:28][C:11](OCC2(F)CCN(C(OC(C)(C)C)=O)CC2)=[C:10]([CH:31]2CC2)[CH:9]=1)=[O:7])(C)(C)C.[Cl:34][C:35]1[CH:36]=[C:37]([C@@H:42]([N:44]2[CH2:49][CH2:48][CH:47]([CH2:50][O:51]C3C(C)=CC(C(OC(C)(C)C)=O)=C(F)C=3)[CH2:46][CH2:45]2)[CH3:43])[CH:38]=[C:39]([Cl:41])[CH:40]=1.